Predict which catalyst facilitates the given reaction. From a dataset of Catalyst prediction with 721,799 reactions and 888 catalyst types from USPTO. (1) Reactant: [F:1][C:2]1[CH:3]=[C:4]([N:9]2[C:14](=[O:15])[C:13]([CH3:16])=[C:12]([CH2:17][C:18]3[CH:23]=[CH:22][CH:21]=[CH:20][C:19]=3[CH3:24])[N:11]=[CH:10]2)[CH:5]=[CH:6][C:7]=1[OH:8].Cl[C:26]1[C:35]2[C:30](=[CH:31][C:32]([O:38][CH2:39][CH2:40][CH2:41][N:42]3[CH2:47][CH2:46][O:45][CH2:44][CH2:43]3)=[C:33]([O:36][CH3:37])[CH:34]=2)[N:29]=[CH:28][CH:27]=1. Product: [F:1][C:2]1[CH:3]=[C:4]([N:9]2[C:14](=[O:15])[C:13]([CH3:16])=[C:12]([CH2:17][C:18]3[CH:23]=[CH:22][CH:21]=[CH:20][C:19]=3[CH3:24])[N:11]=[CH:10]2)[CH:5]=[CH:6][C:7]=1[O:8][C:26]1[C:35]2[C:30](=[CH:31][C:32]([O:38][CH2:39][CH2:40][CH2:41][N:42]3[CH2:43][CH2:44][O:45][CH2:46][CH2:47]3)=[C:33]([O:36][CH3:37])[CH:34]=2)[N:29]=[CH:28][CH:27]=1. The catalyst class is: 142. (2) Reactant: [C:1]([C:4]([NH:7][C:8]1[CH:16]=[CH:15][C:11]([C:12]([OH:14])=[O:13])=[C:10]([F:17])[CH:9]=1)([CH3:6])[CH3:5])([OH:3])=O.[N:18]([C:21]1[CH:28]=[CH:27][C:24]([C:25]#[N:26])=[C:23]([C:29]([F:32])([F:31])[F:30])[CH:22]=1)=[C:19]=[S:20].C(N(CC)CC)C. Product: [C:25]([C:24]1[CH:27]=[CH:28][C:21]([N:18]2[C:1](=[O:3])[C:4]([CH3:6])([CH3:5])[N:7]([C:8]3[CH:16]=[CH:15][C:11]([C:12]([OH:14])=[O:13])=[C:10]([F:17])[CH:9]=3)[C:19]2=[S:20])=[CH:22][C:23]=1[C:29]([F:30])([F:31])[F:32])#[N:26]. The catalyst class is: 14. (3) Reactant: [F:1][C:2]1[CH:3]=[C:4]2[C:9](=[CH:10][C:11]=1[CH2:12]C(OC)=O)[N:8]=[C:7]([CH3:17])[CH:6]=[CH:5]2.[CH3:18][Mg+].[Br-].CC[O:23][CH2:24][CH3:25]. Product: [F:1][C:2]1[CH:3]=[C:4]2[C:9](=[CH:10][C:11]=1[CH2:12][C:24]([CH3:25])([OH:23])[CH3:18])[N:8]=[C:7]([CH3:17])[CH:6]=[CH:5]2. The catalyst class is: 11. (4) Reactant: [O:1]1[C:5]2[CH:6]=[CH:7][CH:8]=[CH:9][C:4]=2[N:3]=[C:2]1[C:10]1[CH:26]=[CH:25][C:13]2[N:14]([CH:18]3[CH2:23][CH2:22][CH:21]([OH:24])[CH2:20][CH2:19]3)[C:15]([CH3:17])=[N:16][C:12]=2[CH:11]=1.C(C1C(=O)C(Cl)=C(Cl)C(=O)C=1C#N)#N. Product: [O:1]1[C:5]2[CH:6]=[CH:7][CH:8]=[CH:9][C:4]=2[N:3]=[C:2]1[C:10]1[CH:26]=[CH:25][C:13]2[N:14]([CH:18]3[CH2:19][CH2:20][C:21](=[O:24])[CH2:22][CH2:23]3)[C:15]([CH3:17])=[N:16][C:12]=2[CH:11]=1. The catalyst class is: 22.